This data is from Forward reaction prediction with 1.9M reactions from USPTO patents (1976-2016). The task is: Predict the product of the given reaction. (1) Given the reactants [Cl:1][C:2]1[CH:3]=[C:4]([C:8]([NH:11][CH3:12])=[CH:9][N:10]=1)[C:5]([OH:7])=O.ClC1[CH:15]=[C:16](C(NC)=CN=1)[C:17]([O:19][CH3:20])=[O:18].[OH-:26].[Na+], predict the reaction product. The product is: [Cl:1][C:2]1[CH:3]=[C:4]2[C:8](=[CH:9][N:10]=1)[N:11]([CH3:12])[C:15](=[O:26])[C:16]([C:17]([O:19][CH3:20])=[O:18])=[C:5]2[OH:7]. (2) Given the reactants [H-].[Na+].[C:3]([C:5]1[CH:10]=[CH:9][C:8]([CH:11]2[C:16]([C:17]([O:19][CH2:20][CH3:21])=[O:18])=[C:15]([CH3:22])[N:14]([C:23]3[CH:28]=[CH:27][CH:26]=[C:25]([C:29]([F:32])([F:31])[F:30])[CH:24]=3)[C:13](=[O:33])[NH:12]2)=[CH:7][CH:6]=1)#[N:4].[Br:34][C:35]1[CH:40]=[CH:39][CH:38]=[C:37]([CH2:41]Br)[CH:36]=1, predict the reaction product. The product is: [Br:34][C:35]1[CH:36]=[C:37]([CH:38]=[CH:39][CH:40]=1)[CH2:41][N:12]1[CH:11]([C:8]2[CH:9]=[CH:10][C:5]([C:3]#[N:4])=[CH:6][CH:7]=2)[C:16]([C:17]([O:19][CH2:20][CH3:21])=[O:18])=[C:15]([CH3:22])[N:14]([C:23]2[CH:28]=[CH:27][CH:26]=[C:25]([C:29]([F:30])([F:32])[F:31])[CH:24]=2)[C:13]1=[O:33]. (3) Given the reactants [N:1]([C@@H:4]([C@@H:19]([C:28]1[CH:33]=[CH:32][C:31]([Cl:34])=[CH:30][CH:29]=1)[C@H:20]1[CH2:25][CH2:24][O:23][C:22]([CH3:27])([CH3:26])[CH2:21]1)[C:5](N1[C@@H](C2C=CC=CC=2)COC1=O)=[O:6])=[N+:2]=[N-:3].[OH:35]O.[Li+].[OH-], predict the reaction product. The product is: [N:1]([C@@H:4]([C@@H:19]([C:28]1[CH:33]=[CH:32][C:31]([Cl:34])=[CH:30][CH:29]=1)[C@H:20]1[CH2:25][CH2:24][O:23][C:22]([CH3:27])([CH3:26])[CH2:21]1)[C:5]([OH:6])=[O:35])=[N+:2]=[N-:3]. (4) Given the reactants COCCOC[O:7][C:8]1[CH:13]=[CH:12][C:11]([C@@H:14]2[CH2:16][C@H:15]2[NH2:17])=[CH:10][CH:9]=1.[CH3:18][C:19]1[CH:20]=[CH:21][C:22]([S:25]([OH:28])(=[O:27])=[O:26])=[CH:23][CH:24]=1.O.[OH-].[Na+].O, predict the reaction product. The product is: [NH2:17][C@@H:15]1[CH2:16][C@H:14]1[C:11]1[CH:12]=[CH:13][C:8]([OH:7])=[CH:9][CH:10]=1.[CH3:18][C:19]1[CH:24]=[CH:23][C:22]([S:25]([OH:28])(=[O:27])=[O:26])=[CH:21][CH:20]=1.